Dataset: Full USPTO retrosynthesis dataset with 1.9M reactions from patents (1976-2016). Task: Predict the reactants needed to synthesize the given product. (1) The reactants are: [CH3:1][C:2]1[O:3][C:4]2[CH2:10][CH:9]([CH2:11][OH:12])[CH2:8][CH2:7][C:5]=2[N:6]=1.C1C=C[NH+]=CC=1.[O-][Cr](Cl)(=O)=O. Given the product [CH3:1][C:2]1[O:3][C:4]2[CH2:10][CH:9]([CH:11]=[O:12])[CH2:8][CH2:7][C:5]=2[N:6]=1, predict the reactants needed to synthesize it. (2) Given the product [CH:1]([C:4]1[C:13]([O:14][CH2:15][CH2:16][CH2:17][CH2:18][CH2:19][CH2:20][CH2:21][CH2:22]/[CH:23]=[CH:24]\[CH2:25]/[CH:26]=[CH:27]\[CH2:28][CH2:29][CH2:30][CH2:31][CH3:32])=[CH:12][C:7]([CH2:8][OH:9])=[CH:6][C:5]=1[O:33][CH2:34][CH2:35][CH2:36][CH2:37][CH2:38][CH2:39][CH2:40][CH2:41]/[CH:42]=[CH:43]\[CH2:44]/[CH:45]=[CH:46]\[CH2:47][CH2:48][CH2:49][CH2:50][CH3:51])([CH3:2])[CH3:3], predict the reactants needed to synthesize it. The reactants are: [CH:1]([C:4]1[C:13]([O:14][CH2:15][CH2:16][CH2:17][CH2:18][CH2:19][CH2:20][CH2:21][CH2:22]/[CH:23]=[CH:24]\[CH2:25]/[CH:26]=[CH:27]\[CH2:28][CH2:29][CH2:30][CH2:31][CH3:32])=[CH:12][C:7]([C:8](OC)=[O:9])=[CH:6][C:5]=1[O:33][CH2:34][CH2:35][CH2:36][CH2:37][CH2:38][CH2:39][CH2:40][CH2:41]/[CH:42]=[CH:43]\[CH2:44]/[CH:45]=[CH:46]\[CH2:47][CH2:48][CH2:49][CH2:50][CH3:51])([CH3:3])[CH3:2].[H-].[Al+3].[Li+].[H-].[H-].[H-]. (3) Given the product [C:1]([C:3]1[CH:20]=[CH:19][C:6]([CH:7]2[C:25]3[C:26](=[O:31])[NH:27][C:28]([CH3:30])=[CH:29][C:24]=3[NH:23][C:16]([CH3:17])=[C:8]2[C:9]([O:11][CH2:12][CH2:13][C:14]#[N:15])=[O:10])=[C:5]([O:21][CH3:22])[CH:4]=1)#[N:2], predict the reactants needed to synthesize it. The reactants are: [C:1]([C:3]1[CH:20]=[CH:19][C:6]([CH:7]=[C:8]([C:16](=O)[CH3:17])[C:9]([O:11][CH2:12][CH2:13][C:14]#[N:15])=[O:10])=[C:5]([O:21][CH3:22])[CH:4]=1)#[N:2].[NH2:23][C:24]1[CH:29]=[C:28]([CH3:30])[NH:27][C:26](=[O:31])[CH:25]=1. (4) Given the product [OH:1][CH:2]1[CH2:6][S:5][CH2:4][CH:3]1[CH2:7][C:8]1[CH:13]=[CH:12][C:11]([CH:14]([CH3:18])[C:15]([OH:17])=[S:16])=[CH:10][CH:9]=1, predict the reactants needed to synthesize it. The reactants are: [O:1]=[C:2]1[CH2:6][S:5][CH2:4][CH:3]1[CH2:7][C:8]1[CH:13]=[CH:12][C:11]([CH:14]([CH3:18])[C:15]([OH:17])=[S:16])=[CH:10][CH:9]=1.[BH4-].[Na+].S(=O)(=O)(O)O. (5) The reactants are: [C:1]1([CH3:9])[CH:6]=[CH:5][C:4]([C:7]#[N:8])=[CH:3][CH:2]=1.C[Si]([N-:14][Si](C)(C)C)(C)C.[Li+].[ClH:20]. Given the product [ClH:20].[CH3:9][C:1]1[CH:6]=[CH:5][C:4]([C:7]([NH2:14])=[NH:8])=[CH:3][CH:2]=1, predict the reactants needed to synthesize it. (6) The reactants are: [CH3:1][O:2][CH:3]([O:12][CH3:13])[CH:4]([N:6]([O:10][CH3:11])[C:7]([NH2:9])=[O:8])[CH3:5].[C:14]([C:18]1[CH:23]=[C:22](Cl)[N:21]=[CH:20][N:19]=1)([CH3:17])([CH3:16])[CH3:15].C(=O)([O-])[O-].[K+].[K+].C1(P(C2C=CC=CC=2)C2C3OC4C(=CC=CC=4P(C4C=CC=CC=4)C4C=CC=CC=4)C(C)(C)C=3C=CC=2)C=CC=CC=1. Given the product [C:14]([C:18]1[N:19]=[CH:20][N:21]=[C:22]([NH:9][C:7](=[O:8])[N:6]([CH:4]([CH3:5])[CH:3]([O:2][CH3:1])[O:12][CH3:13])[O:10][CH3:11])[CH:23]=1)([CH3:17])([CH3:16])[CH3:15], predict the reactants needed to synthesize it. (7) Given the product [Si:21]([O:16][CH2:15][CH2:14][CH2:13][C:10]1[CH:9]=[CH:8][C:7]([NH2:6])=[CH:12][CH:11]=1)([C:17]([CH3:20])([CH3:19])[CH3:18])([CH3:23])[CH3:22], predict the reactants needed to synthesize it. The reactants are: N1C=CN=C1.[NH2:6][C:7]1[CH:12]=[CH:11][C:10]([CH2:13][CH2:14][CH2:15][OH:16])=[CH:9][CH:8]=1.[C:17]([Si:21](Cl)([CH3:23])[CH3:22])([CH3:20])([CH3:19])[CH3:18]. (8) Given the product [F:25][C:26]1[CH:27]=[C:28]([NH:37][C:38]([C@@H:40]2[N:49]([C:68]([C@H:61]3[CH2:64][C@H:63]([C:65]([OH:67])=[O:66])[CH2:62]3)=[O:69])[CH2:48][CH2:47][C:46]3[N:45]=[C:44]([O:50][CH3:51])[CH:43]=[CH:42][C:41]2=3)=[O:39])[CH:29]=[C:30]2[C:34]=1[C:33]([CH3:35])([CH3:36])[CH2:32][CH2:31]2, predict the reactants needed to synthesize it. The reactants are: CN(C(ON1N=NC2C=CC=NC1=2)=[N+](C)C)C.F[P-](F)(F)(F)(F)F.[F:25][C:26]1[CH:27]=[C:28]([NH:37][C:38]([C@@H:40]2[NH:49][CH2:48][CH2:47][C:46]3[N:45]=[C:44]([O:50][CH3:51])[CH:43]=[CH:42][C:41]2=3)=[O:39])[CH:29]=[C:30]2[C:34]=1[C:33]([CH3:36])([CH3:35])[CH2:32][CH2:31]2.CCN(C(C)C)C(C)C.[C@H:61]1([C:68](O)=[O:69])[CH2:64][C@H:63]([C:65]([OH:67])=[O:66])[CH2:62]1. (9) Given the product [Br:1][C:2]1[CH:3]=[CH:4][C:5]([C:8]2([N:16]3[C:24](=[O:25])[C:23]4[C:18](=[CH:19][CH:20]=[CH:21][CH:22]=4)[C:17]3=[O:26])[CH2:9][C:10](=[O:12])[CH2:11]2)=[CH:6][CH:7]=1, predict the reactants needed to synthesize it. The reactants are: [Br:1][C:2]1[CH:7]=[CH:6][C:5]([C:8]2([N:16]3[C:24](=[O:25])[C:23]4[C:18](=[CH:19][CH:20]=[CH:21][CH:22]=4)[C:17]3=[O:26])[CH2:11][C:10](OC)([O:12]C)[CH2:9]2)=[CH:4][CH:3]=1.Cl. (10) Given the product [C:9](/[C:8](=[C:11]1/[NH:12][C:13]2[CH:21]=[CH:20][CH:19]=[CH:18][C:14]=2[N:15]/1[CH2:16][CH3:17])/[C:6]1[C:5]([CH3:22])=[CH:4][N:3]=[C:2]([NH:1][C:34](=[O:35])[CH2:33][CH2:32][NH:31][C:23](=[O:30])[C:24]2[CH:29]=[CH:28][CH:27]=[CH:26][CH:25]=2)[N:7]=1)#[N:10], predict the reactants needed to synthesize it. The reactants are: [NH2:1][C:2]1[N:7]=[C:6](/[C:8](=[C:11]2\[NH:12][C:13]3[CH:21]=[CH:20][CH:19]=[CH:18][C:14]=3[N:15]\2[CH2:16][CH3:17])/[C:9]#[N:10])[C:5]([CH3:22])=[CH:4][N:3]=1.[C:23]([NH:31][CH2:32][CH2:33][C:34](O)=[O:35])(=[O:30])[C:24]1[CH:29]=[CH:28][CH:27]=[CH:26][CH:25]=1.